Dataset: Peptide-MHC class I binding affinity with 185,985 pairs from IEDB/IMGT. Task: Regression. Given a peptide amino acid sequence and an MHC pseudo amino acid sequence, predict their binding affinity value. This is MHC class I binding data. (1) The peptide sequence is SEFSSLPSYA. The MHC is HLA-B40:01 with pseudo-sequence HLA-B40:01. The binding affinity (normalized) is 0.439. (2) The peptide sequence is AFLLRHYYNK. The binding affinity (normalized) is 0.207. The MHC is HLA-A68:01 with pseudo-sequence HLA-A68:01. (3) The peptide sequence is NKDGFLYVY. The MHC is HLA-A30:02 with pseudo-sequence HLA-A30:02. The binding affinity (normalized) is 0.265. (4) The peptide sequence is SMWSFNPET. The MHC is HLA-A02:06 with pseudo-sequence HLA-A02:06. The binding affinity (normalized) is 0.567. (5) The peptide sequence is GPSPSHKSV. The MHC is HLA-B46:01 with pseudo-sequence HLA-B46:01. The binding affinity (normalized) is 0.0847. (6) The peptide sequence is NQECWDSVF. The MHC is HLA-B35:01 with pseudo-sequence HLA-B35:01. The binding affinity (normalized) is 0.503. (7) The peptide sequence is IRTDSGNIL. The MHC is HLA-B27:05 with pseudo-sequence HLA-B27:05. The binding affinity (normalized) is 0.0847. (8) The peptide sequence is ITFLRPVLK. The MHC is HLA-A68:01 with pseudo-sequence HLA-A68:01. The binding affinity (normalized) is 0.988. (9) The peptide sequence is TTKDYFSFK. The MHC is HLA-A11:01 with pseudo-sequence HLA-A11:01. The binding affinity (normalized) is 1.00. (10) The binding affinity (normalized) is 0.0504. The MHC is HLA-A01:01 with pseudo-sequence HLA-A01:01. The peptide sequence is DIMGIPYCNY.